From a dataset of Drug-target binding data from BindingDB using IC50 measurements. Regression. Given a target protein amino acid sequence and a drug SMILES string, predict the binding affinity score between them. We predict pIC50 (pIC50 = -log10(IC50 in M); higher means more potent). Dataset: bindingdb_ic50. (1) The small molecule is O=c1c(O)c(-c2ccc(O)cc2)oc2cc(O)cc(O)c12. The target protein (P03126) has sequence MHQKRTAMFQDPQERPRKLPQLCTELQTTIHDIILECVYCKQQLLRREVYDFAFRDLCIVYRDGNPYAVCDKCLKFYSKISEYRHYCYSLYGTTLEQQYNKPLCDLLIRCINCQKPLCPEEKQRHLDKKQRFHNIRGRWTGRCMSCCRSSRTRRETQL. The pIC50 is 4.7. (2) The small molecule is N#C[C@@H]1CCCN1C(=O)[C@@H](N)CCCCNC(=O)OCc1ccccc1. The target protein (Q86TI2) has sequence MATTGTPTADRGDAAATDDPAARFQVQKHSWDGLRSIIHGSRKYSGLIVNKAPHDFQFVQKTDESGPHSHRLYYLGMPYGSRENSLLYSEIPKKVRKEALLLLSWKQMLDHFQATPHHGVYSREEELLRERKRLGVFGITSYDFHSESGLFLFQASNSLFHCRDGGKNGFMVSPMKPLEIKTQCSGPRMDPKICPADPAFFSFINNSDLWVANIETGEERRLTFCHQGLSNVLDDPKSAGVATFVIQEEFDRFTGYWWCPTASWEGSEGLKTLRILYEEVDESEVEVIHVPSPALEERKTDSYRYPRTGSKNPKIALKLAEFQTDSQGKIVSTQEKELVQPFSSLFPKVEYIARAGWTRDGKYAWAMFLDRPQQWLQLVLLPPALFIPSTENEEQRLASARAVPRNVQPYVVYEEVTNVWINVHDIFYPFPQSEGEDELCFLRANECKTGFCHLYKVTAVLKSQGYDWSEPFSPGEDEFKCPIKEEIALTSGEWEVLARH.... The pIC50 is 6.7.